This data is from Full USPTO retrosynthesis dataset with 1.9M reactions from patents (1976-2016). The task is: Predict the reactants needed to synthesize the given product. (1) Given the product [C:25]([C:24]1[CH:27]=[CH:28][C:29]([C:2]2[CH2:6][C@H:5]([CH:7]3[CH2:11][CH2:10][CH2:9][CH2:8]3)[N:4]([C:12]3[CH:19]=[CH:18][C:15]([C:16]#[N:17])=[C:14]([CH3:20])[N:13]=3)[N:3]=2)=[CH:30][C:23]=1[O:22][CH3:21])#[N:26], predict the reactants needed to synthesize it. The reactants are: Cl[C:2]1[CH2:6][C@H:5]([CH:7]2[CH2:11][CH2:10][CH2:9][CH2:8]2)[N:4]([C:12]2[CH:19]=[CH:18][C:15]([C:16]#[N:17])=[C:14]([CH3:20])[N:13]=2)[N:3]=1.[CH3:21][O:22][C:23]1[CH:30]=[C:29](B2OC(C)(C)C(C)(C)O2)[CH:28]=[CH:27][C:24]=1[C:25]#[N:26]. (2) Given the product [C:16]([C:10]1[CH:9]=[C:8]2[C:13]([C:14](=[O:15])[N:5]([CH2:4][C:3]3[CH:20]=[CH:21][C:22]([Cl:24])=[CH:23][C:2]=3[Cl:1])[CH:6]=[N:7]2)=[CH:12][CH:11]=1)([OH:18])=[O:17], predict the reactants needed to synthesize it. The reactants are: [Cl:1][C:2]1[CH:23]=[C:22]([Cl:24])[CH:21]=[CH:20][C:3]=1[CH2:4][N:5]1[C:14](=[O:15])[C:13]2[C:8](=[CH:9][C:10]([C:16]([O:18]C)=[O:17])=[CH:11][CH:12]=2)[N:7]=[CH:6]1.[OH-].[Na+].Cl.